Dataset: Reaction yield outcomes from USPTO patents with 853,638 reactions. Task: Predict the reaction yield, written as a fraction of the theoretical maximum amount of product (1.0 means a 100% yield; for example, 0.34 means a 34% yield). (1) The yield is 0.540. The product is [NH2:23][C:20]1[N:21]=[CH:22][C:17]([C:3]2[CH:4]=[CH:5][C:6]([C:25]3[C:26]([O:31][CH2:32][CH:33]4[CH2:37][CH2:36][N:35]([C:38]([O:40][C:41]([CH3:44])([CH3:43])[CH3:42])=[O:39])[CH2:34]4)=[N:27][CH:28]=[CH:29][CH:30]=3)=[CH:7][C:2]=2[F:1])=[N:18][CH:19]=1. The reactants are [F:1][C:2]1[CH:7]=[C:6](B2OC(C)(C)C(C)(C)O2)[CH:5]=[CH:4][C:3]=1[C:17]1[N:18]=[CH:19][C:20]([NH2:23])=[N:21][CH:22]=1.Br[C:25]1[C:26]([O:31][CH2:32][CH:33]2[CH2:37][CH2:36][N:35]([C:38]([O:40][C:41]([CH3:44])([CH3:43])[CH3:42])=[O:39])[CH2:34]2)=[N:27][CH:28]=[CH:29][CH:30]=1. No catalyst specified. (2) The reactants are CC([N:5]([C@@H:9]([CH3:13])[CH2:10][CH:11]=[O:12])[C:6](=[O:8])[O-:7])(C)C.[CH3:14][C:15](N([C@@H](C)CC#N)C(=O)[O-])([CH3:17])[CH3:16].[H-].C([Al+]CC(C)C)C(C)C. The catalyst is CCOCC. The product is [CH3:13][C@H:9]([NH:5][C:6](=[O:8])[O:7][C:15]([CH3:17])([CH3:16])[CH3:14])[CH2:10][CH:11]=[O:12]. The yield is 0.300.